This data is from Full USPTO retrosynthesis dataset with 1.9M reactions from patents (1976-2016). The task is: Predict the reactants needed to synthesize the given product. (1) Given the product [ClH:1].[Cl:1][C:2]1[CH:3]=[C:4]([NH:19][C:20]2[C:21]3[N:28]([CH2:29][CH2:30][C:31]([NH:33][CH2:34][CH2:35][S:36]([CH3:39])(=[O:38])=[O:37])=[O:32])[CH:27]=[CH:26][C:22]=3[N:23]=[CH:24][N:25]=2)[CH:5]=[CH:6][C:7]=1[O:8][C:9]1[CH:14]=[CH:13][CH:12]=[C:11]([C:15]([F:18])([F:16])[F:17])[CH:10]=1, predict the reactants needed to synthesize it. The reactants are: [Cl:1][C:2]1[CH:3]=[C:4]([NH:19][C:20]2[C:21]3[N:28]([CH2:29][CH2:30][C:31]([NH:33][CH2:34][CH2:35][S:36]([CH3:39])(=[O:38])=[O:37])=[O:32])[CH:27]=[CH:26][C:22]=3[N:23]=[CH:24][N:25]=2)[CH:5]=[CH:6][C:7]=1[O:8][C:9]1[CH:14]=[CH:13][CH:12]=[C:11]([C:15]([F:18])([F:17])[F:16])[CH:10]=1.ClC1C=C(NC2C3N(CCC(O)=O)C=CC=3N=CN=2)C=CC=1OC1C=CC=C(C(F)(F)F)C=1.CS(CCN)(=O)=O.O.ON1C2C=CC=CC=2N=N1.Cl.CN(C)CCCN=C=NCC.Cl.C(OCC)(=O)C. (2) Given the product [NH2:1][C@@H:4]([C@@H:40]([C:47]1[CH:52]=[CH:51][C:50]([O:53][CH3:54])=[C:49]([Cl:55])[CH:48]=1)[C:41]1[CH:42]=[CH:43][CH:44]=[CH:45][CH:46]=1)[C:5]([NH:7][C:8]1[CH:38]=[CH:37][CH:36]=[C:35]([F:39])[C:9]=1[CH2:10][CH2:11][C@H:12]1[O:17][CH2:16][C@@H:15]([CH2:18][O:19][C:20](=[O:27])[NH:21][CH2:22][C:23]([F:26])([F:25])[F:24])[N:14]([C:28]([O:30][C:31]([CH3:33])([CH3:34])[CH3:32])=[O:29])[CH2:13]1)=[O:6], predict the reactants needed to synthesize it. The reactants are: [N:1]([C@@H:4]([C@@H:40]([C:47]1[CH:52]=[CH:51][C:50]([O:53][CH3:54])=[C:49]([Cl:55])[CH:48]=1)[C:41]1[CH:46]=[CH:45][CH:44]=[CH:43][CH:42]=1)[C:5]([NH:7][C:8]1[CH:38]=[CH:37][CH:36]=[C:35]([F:39])[C:9]=1[CH2:10][CH2:11][C@H:12]1[O:17][CH2:16][C@@H:15]([CH2:18][O:19][C:20](=[O:27])[NH:21][CH2:22][C:23]([F:26])([F:25])[F:24])[N:14]([C:28]([O:30][C:31]([CH3:34])([CH3:33])[CH3:32])=[O:29])[CH2:13]1)=[O:6])=[N+]=[N-].CP(C)C. (3) Given the product [F:48][C:2]([F:47])([F:1])[O:3][C:4]1[CH:9]=[CH:8][C:7]([C:10]2[N:11]=[C:12]([O:22][CH:23]3[CH2:40][CH:39]4[N:25]([C:26](=[O:46])[N:27]([CH3:45])[CH2:28][CH2:29][CH2:30][CH2:31][CH:32]=[CH:33][CH:34]5[C:36]([C:42]([NH:84][S:85]([CH:88]6[CH2:90][CH2:89]6)(=[O:87])=[O:86])=[O:43])([NH:37][C:38]4=[O:41])[CH2:35]5)[CH2:24]3)[C:13]3[C:18]([CH:19]=2)=[CH:17][C:16]([O:20][CH3:21])=[CH:15][CH:14]=3)=[CH:6][CH:5]=1, predict the reactants needed to synthesize it. The reactants are: [F:1][C:2]([F:48])([F:47])[O:3][C:4]1[CH:9]=[CH:8][C:7]([C:10]2[N:11]=[C:12]([O:22][CH:23]3[CH2:40][CH:39]4[N:25]([C:26](=[O:46])[N:27]([CH3:45])[CH2:28][CH2:29][CH2:30][CH2:31][CH:32]=[CH:33][CH:34]5[C:36]([C:42](O)=[O:43])([NH:37][C:38]4=[O:41])[CH2:35]5)[CH2:24]3)[C:13]3[C:18]([CH:19]=2)=[CH:17][C:16]([O:20][CH3:21])=[CH:15][CH:14]=3)=[CH:6][CH:5]=1.ClC1N=C(OC2CC3N(C(=O)N(C)CCCCC=CC4C(C([NH:84][S:85]([CH:88]5[CH2:90][CH2:89]5)(=[O:87])=[O:86])=O)(NC3=O)C4)C2)C2C(C=1)=CC(OC)=CC=2. (4) Given the product [CH3:15][O:16][C:5]1[CH:14]=[C:13]([CH:8]=[CH:7][CH:6]=1)[NH2:12], predict the reactants needed to synthesize it. The reactants are: [N:12]1[C:14]2[C:5](=[CH:6][CH:7]=[C:8]3[C:13]=2[N:12]=[CH:14][CH:5]=[CH:6]3)[CH:7]=[CH:8][CH:13]=1.[C:15]([O-])([O-])=[O:16].[Cs+].[Cs+].IC1C=C(C=CC=1)N.CO. (5) Given the product [CH:10]1[C:9]2[CH2:14][C:15](=[O:17])[C:6]3[CH:5]=[CH:4][CH:3]=[CH:2][C:1]=3[CH2:7][C:8]=2[CH:13]=[CH:12][CH:11]=1, predict the reactants needed to synthesize it. The reactants are: [C:1]1([CH2:7][C:8]2[CH:13]=[CH:12][CH:11]=[CH:10][C:9]=2[CH2:14][C:15]([OH:17])=O)[CH:6]=[CH:5][CH:4]=[CH:3][CH:2]=1. (6) Given the product [Br:15][CH:16]([CH3:20])[C:17]([O:14][CH2:13][C:9]1[O:8][CH:12]=[CH:11][CH:10]=1)=[O:18], predict the reactants needed to synthesize it. The reactants are: C(N(CC)CC)C.[O:8]1[CH:12]=[CH:11][CH:10]=[C:9]1[CH2:13][OH:14].[Br:15][CH:16]([CH3:20])[C:17](Br)=[O:18]. (7) Given the product [CH3:1][C@@H:2]1[CH2:7][CH2:6][CH2:5][CH2:4][C@@H:3]1[N:8]1[C:12]2=[C:13]3[CH:19]=[CH:18][NH:17][C:14]3=[N:15][CH:16]=[C:11]2[N:10]([CH2:28][C:29]2[CH:30]=[CH:31][C:32]([C:33]#[N:34])=[CH:35][CH:36]=2)[C:9]1=[O:37], predict the reactants needed to synthesize it. The reactants are: [CH3:1][C@@H:2]1[CH2:7][CH2:6][CH2:5][CH2:4][C@@H:3]1[N:8]1[C:12]2=[C:13]3[CH:19]=[CH:18][N:17](COCC[Si](C)(C)C)[C:14]3=[N:15][CH:16]=[C:11]2[N:10]([CH2:28][C:29]2[CH:36]=[CH:35][C:32]([C:33]#[N:34])=[CH:31][CH:30]=2)[C:9]1=[O:37].Cl.